Dataset: Full USPTO retrosynthesis dataset with 1.9M reactions from patents (1976-2016). Task: Predict the reactants needed to synthesize the given product. (1) Given the product [NH2:1][C:2]1[CH:7]=[CH:6][C:5]([O:8][CH2:10][C:11]([O:13][CH2:14][CH3:15])=[O:12])=[CH:4][CH:3]=1, predict the reactants needed to synthesize it. The reactants are: [NH2:1][C:2]1[CH:7]=[CH:6][C:5]([OH:8])=[CH:4][CH:3]=1.Br[CH2:10][C:11]([O:13][CH2:14][CH3:15])=[O:12]. (2) Given the product [Br:1][C:2]1[CH:11]=[CH:10][C:9]2[N:8]=[CH:7][C:6]3[NH:26][N:13]=[C:14]([C:15]4[CH:20]=[CH:19][C:18]([C:21]([CH3:25])([CH3:24])[C:22]#[N:23])=[CH:17][CH:16]=4)[C:5]=3[C:4]=2[CH:3]=1, predict the reactants needed to synthesize it. The reactants are: [Br:1][C:2]1[CH:11]=[CH:10][C:9]2[N:8]=[CH:7][C:6]3S[N:13]=[C:14]([C:15]4[CH:20]=[CH:19][C:18]([C:21]([CH3:25])([CH3:24])[C:22]#[N:23])=[CH:17][CH:16]=4)[C:5]=3[C:4]=2[CH:3]=1.[N:26]1C=CC=C(B(O)O)C=1.C([O-])([O-])=O.[Na+].[Na+]. (3) Given the product [Cl:12][C:10]1[N:9]=[CH:8][C:4]2[N:5]=[CH:6][N:7]=[C:2]([NH:24][C:23]3[CH:22]=[CH:21][C:20]([O:19][CH2:18][C:17]4[CH:27]=[CH:28][C:14]([F:13])=[CH:15][CH:16]=4)=[CH:26][CH:25]=3)[C:3]=2[CH:11]=1, predict the reactants needed to synthesize it. The reactants are: Cl[C:2]1[C:3]2[CH:11]=[C:10]([Cl:12])[N:9]=[CH:8][C:4]=2[N:5]=[CH:6][N:7]=1.[F:13][C:14]1[CH:28]=[CH:27][C:17]([CH2:18][O:19][C:20]2[CH:26]=[CH:25][C:23]([NH2:24])=[CH:22][CH:21]=2)=[CH:16][CH:15]=1.